Dataset: Reaction yield outcomes from USPTO patents with 853,638 reactions. Task: Predict the reaction yield, written as a fraction of the theoretical maximum amount of product (1.0 means a 100% yield; for example, 0.34 means a 34% yield). The reactants are C[O:2][C:3](=[O:21])[C:4]1[CH:9]=[CH:8][C:7]([C:10]2[O:11][C:12]3[CH:18]=[CH:17][C:16]([O:19]C)=[CH:15][C:13]=3[CH:14]=2)=[CH:6][CH:5]=1.Cl.N1C=CC=CC=1. The yield is 0.470. The product is [OH:19][C:16]1[CH:17]=[CH:18][C:12]2[O:11][C:10]([C:7]3[CH:8]=[CH:9][C:4]([C:3]([OH:21])=[O:2])=[CH:5][CH:6]=3)=[CH:14][C:13]=2[CH:15]=1. The catalyst is O.